From a dataset of Full USPTO retrosynthesis dataset with 1.9M reactions from patents (1976-2016). Predict the reactants needed to synthesize the given product. (1) Given the product [CH2:1]([O:8][C:9]1[CH:14]=[CH:13][C:12]([C:15]2[O:19][N:18]=[C:17]([O:20][CH2:24][O:23][CH3:27])[CH:16]=2)=[CH:11][CH:10]=1)[C:2]1[CH:3]=[CH:4][CH:5]=[CH:6][CH:7]=1, predict the reactants needed to synthesize it. The reactants are: [CH2:1]([O:8][C:9]1[CH:14]=[CH:13][C:12]([C:15]2[O:19][N:18]=[C:17]([OH:20])[CH:16]=2)=[CH:11][CH:10]=1)[C:2]1[CH:7]=[CH:6][CH:5]=[CH:4][CH:3]=1.[Cl-].[NH4+].[O:23]1[CH2:27]CC[CH2:24]1. (2) Given the product [CH2:1]([O:3][C:4]([C:5]1[NH:15][C:12]2[CH:11]=[C:10]([Cl:13])[N:9]=[C:8]([Cl:14])[C:7]=2[CH:6]=1)=[O:18])[CH3:2], predict the reactants needed to synthesize it. The reactants are: [CH2:1]([O:3][C:4](=[O:18])/[C:5](/[N:15]=[N+]=[N-])=[CH:6]/[C:7]1[C:8]([Cl:14])=[N:9][C:10]([Cl:13])=[CH:11][CH:12]=1)[CH3:2]. (3) Given the product [OH:3][C:4]1[NH:22][N:21]=[C:6]([C:8]2[CH:13]=[CH:12][C:11]([O:14][CH:15]([CH3:17])[CH3:16])=[C:10]([CH3:18])[CH:9]=2)[C:5]=1[CH3:19], predict the reactants needed to synthesize it. The reactants are: C([O:3][C:4](=O)[CH:5]([CH3:19])[C:6]([C:8]1[CH:13]=[CH:12][C:11]([O:14][CH:15]([CH3:17])[CH3:16])=[C:10]([CH3:18])[CH:9]=1)=O)C.[NH2:21][NH2:22]. (4) The reactants are: C([BH3-])#N.[Na+].[Br:5][C:6]1[CH:7]=[C:8]([N:12]2[C:20]3[CH2:19][CH2:18][NH:17][CH2:16][C:15]=3[C:14]([C:21]([O:23][CH2:24][CH3:25])=[O:22])=[N:13]2)[CH:9]=[CH:10][CH:11]=1.[O:26]1[CH2:29][C:28](=O)[CH2:27]1.C(O)(=O)C. Given the product [Br:5][C:6]1[CH:7]=[C:8]([N:12]2[C:20]3[CH2:19][CH2:18][N:17]([CH:28]4[CH2:29][O:26][CH2:27]4)[CH2:16][C:15]=3[C:14]([C:21]([O:23][CH2:24][CH3:25])=[O:22])=[N:13]2)[CH:9]=[CH:10][CH:11]=1, predict the reactants needed to synthesize it. (5) Given the product [CH3:9][C:10]1([CH3:12])[NH:8][C:7](=[O:15])[CH:2]([CH2:3][CH2:4][S:5][CH3:6])[O:1]1, predict the reactants needed to synthesize it. The reactants are: [OH:1][CH:2]([C:7]#[N:8])[CH2:3][CH2:4][S:5][CH3:6].[CH3:9][C:10]([CH3:12])=O.C(OC(=O)C)(=[O:15])C.S(=O)(=O)(O)O. (6) Given the product [C:1]([O:5][C:6]([N:8]1[CH2:12][CH2:11][CH:10]([NH:33][C@H:32]([C:31]([O:30][CH:25]2[CH2:26][CH2:27][CH2:28][CH2:29]2)=[O:38])[CH2:34][CH:35]([CH3:37])[CH3:36])[CH2:9]1)=[O:7])([CH3:4])([CH3:3])[CH3:2], predict the reactants needed to synthesize it. The reactants are: [C:1]([O:5][C:6]([N:8]1[CH2:12][CH2:11][C:10](=O)[CH2:9]1)=[O:7])([CH3:4])([CH3:3])[CH3:2].S(C1C=CC(C)=CC=1)(O)(=O)=O.[CH:25]1([O:30][C:31](=[O:38])[C@H:32]([CH2:34][CH:35]([CH3:37])[CH3:36])[NH2:33])[CH2:29][CH2:28][CH2:27][CH2:26]1.C(O[BH-](OC(=O)C)OC(=O)C)(=O)C.[Na+].C(OCC)(=O)C. (7) The reactants are: Cl[C:2]1[C:7]([CH2:8][C:9]([O:11][CH2:12][CH3:13])=[O:10])=[CH:6][N:5]=[CH:4][N:3]=1.C(N(CC)CC)C.C1(P(C2C=CC=CC=2)C2C=CC=CC=2)C=CC=CC=1.[CH2:40]([Si:42]([C:47]#[CH:48])([CH2:45][CH3:46])[CH2:43][CH3:44])[CH3:41]. Given the product [CH2:43]([Si:42]([C:40]#[C:41][C:2]1[C:7]([CH2:8][C:9]([O:11][CH2:12][CH3:13])=[O:10])=[CH:6][N:5]=[CH:4][N:3]=1)([CH2:47][CH3:48])[CH2:45][CH3:46])[CH3:44], predict the reactants needed to synthesize it.